From a dataset of Peptide-MHC class I binding affinity with 185,985 pairs from IEDB/IMGT. Regression. Given a peptide amino acid sequence and an MHC pseudo amino acid sequence, predict their binding affinity value. This is MHC class I binding data. (1) The peptide sequence is ALRANSAVK. The MHC is HLA-A69:01 with pseudo-sequence HLA-A69:01. The binding affinity (normalized) is 0.0847. (2) The peptide sequence is GNQLLIAIL. The MHC is Mamu-A20102 with pseudo-sequence Mamu-A20102. The binding affinity (normalized) is 0.195. (3) The MHC is HLA-B27:03 with pseudo-sequence HLA-B27:03. The peptide sequence is IANTTDHFF. The binding affinity (normalized) is 0.0847. (4) The peptide sequence is MVIENGILK. The MHC is HLA-B51:01 with pseudo-sequence HLA-B51:01. The binding affinity (normalized) is 0. (5) The peptide sequence is DIMTSTRTI. The MHC is HLA-A02:03 with pseudo-sequence HLA-A02:03. The binding affinity (normalized) is 0.597. (6) The peptide sequence is VTPDYADTLL. The MHC is Mamu-A02 with pseudo-sequence Mamu-A02. The binding affinity (normalized) is 0.412.